Dataset: Forward reaction prediction with 1.9M reactions from USPTO patents (1976-2016). Task: Predict the product of the given reaction. (1) Given the reactants Cl[C:2]1[N:3]=[N:4][C:5]([O:8][CH3:9])=[CH:6][CH:7]=1.[CH:10]([C:12]1[CH:13]=[C:14](B(O)O)[CH:15]=[CH:16][CH:17]=1)=[O:11], predict the reaction product. The product is: [CH3:9][O:8][C:5]1[N:4]=[N:3][C:2]([C:16]2[CH:17]=[C:12]([CH:13]=[CH:14][CH:15]=2)[CH:10]=[O:11])=[CH:7][CH:6]=1. (2) Given the reactants CC1(C)C(C)(C)OB([C:9]2[CH:14]=[CH:13][C:12]([NH:15][S:16]([CH3:19])(=[O:18])=[O:17])=[CH:11][CH:10]=2)O1.I[C:22]1[C:23]2[N:24]([N:28]=[C:29]([NH2:31])[N:30]=2)[CH:25]=[CH:26][N:27]=1, predict the reaction product. The product is: [NH2:31][C:29]1[N:30]=[C:23]2[C:22]([C:9]3[CH:10]=[CH:11][C:12]([NH:15][S:16]([CH3:19])(=[O:17])=[O:18])=[CH:13][CH:14]=3)=[N:27][CH:26]=[CH:25][N:24]2[N:28]=1.